Task: Predict the reactants needed to synthesize the given product.. Dataset: Full USPTO retrosynthesis dataset with 1.9M reactions from patents (1976-2016) (1) Given the product [CH:7]([C@@H:6]1[NH:10][C:11](=[O:12])[C@H:13]([NH:25][C:26](=[O:42])[O:27][CH2:28][CH:29]2[C:30]3[CH:31]=[CH:32][CH:33]=[CH:34][C:35]=3[C:36]3[C:41]2=[CH:40][CH:39]=[CH:38][CH:37]=3)[CH2:14][C:15]2=[CH:16][CH:17]=[C:18]([CH:19]=[CH:20]2)[O:21][CH2:22][CH:3]=[CH:2][CH2:1][O:4][CH2:5]1)([CH3:9])[CH3:8], predict the reactants needed to synthesize it. The reactants are: [CH2:1]([O:4][CH2:5][C@@H:6]([NH:10][C:11]([C@H:13]([NH:25][C:26](=[O:42])[O:27][CH2:28][CH:29]1[C:41]2[CH:40]=[CH:39][CH:38]=[CH:37][C:36]=2[C:35]2[C:30]1=[CH:31][CH:32]=[CH:33][CH:34]=2)[CH2:14][C:15]1[CH:20]=[CH:19][C:18]([O:21][CH2:22]C=C)=[CH:17][CH:16]=1)=[O:12])[CH:7]([CH3:9])[CH3:8])[CH:2]=[CH2:3]. (2) Given the product [F:1][CH:2]([F:11])[O:3][C:4]1[CH:10]=[CH:9][C:7]([NH:8][CH:13]2[CH2:18][CH2:17][N:16]([C@H:19]([CH3:23])[CH2:20][C:21]#[N:22])[CH2:15][CH2:14]2)=[CH:6][CH:5]=1, predict the reactants needed to synthesize it. The reactants are: [F:1][CH:2]([F:11])[O:3][C:4]1[CH:10]=[CH:9][C:7]([NH2:8])=[CH:6][CH:5]=1.O=[C:13]1[CH2:18][CH2:17][N:16]([C@H:19]([CH3:23])[CH2:20][C:21]#[N:22])[CH2:15][CH2:14]1.[BH-](OC(C)=O)(OC(C)=O)OC(C)=O.[Na+].C([O-])(O)=O.[Na+].[OH-].[Na+]. (3) Given the product [CH2:1]([NH:8][CH:9]1[CH2:10][N:11]([C:13]([CH3:32])([CH3:31])[CH2:14][CH2:15][C:16]([C:19]2[CH:20]=[CH:21][CH:22]=[CH:23][CH:24]=2)([C:25]2[CH:26]=[CH:27][CH:28]=[CH:29][CH:30]=2)[C:17]([NH2:18])=[O:33])[CH2:12]1)[C:2]1[CH:3]=[CH:4][CH:5]=[CH:6][CH:7]=1, predict the reactants needed to synthesize it. The reactants are: [CH2:1]([NH:8][CH:9]1[CH2:12][N:11]([C:13]([CH3:32])([CH3:31])[CH2:14][CH2:15][C:16]([C:25]2[CH:30]=[CH:29][CH:28]=[CH:27][CH:26]=2)([C:19]2[CH:24]=[CH:23][CH:22]=[CH:21][CH:20]=2)[C:17]#[N:18])[CH2:10]1)[C:2]1[CH:7]=[CH:6][CH:5]=[CH:4][CH:3]=1.[OH-:33].[K+]. (4) Given the product [OH:3][CH:1]1[CH2:2][CH2:12][C:11]2[C:5](=[CH:6][C:8]([CH3:7])=[CH:9][CH:10]=2)[O:4]1, predict the reactants needed to synthesize it. The reactants are: [C:1]([O:4][CH2:5][CH3:6])(=[O:3])[CH3:2].[CH3:7][CH2:8][CH2:9][CH2:10][CH2:11][CH3:12]. (5) Given the product [CH3:19][C:16]1[CH:17]=[CH:18][C:13]([O:12][CH2:11][C:10]2[CH:20]=[CH:21][C:7]([CH:2]=[O:1])=[CH:8][CH:9]=2)=[N:14][CH:15]=1, predict the reactants needed to synthesize it. The reactants are: [O:1]1CCC[CH2:2]1.Br[C:7]1[CH:21]=[CH:20][C:10]([CH2:11][O:12][C:13]2[CH:18]=[CH:17][C:16]([CH3:19])=[CH:15][N:14]=2)=[CH:9][CH:8]=1.C([Li])CCC.CN(C)C=O. (6) Given the product [Br:1][C:2]1[CH:3]=[C:4]2[C:8](=[CH:9][CH:10]=1)[N:7]([CH:12]1[CH2:17][CH2:16][N:15]([C:18]([O:20][C:21]([CH3:24])([CH3:23])[CH3:22])=[O:19])[CH2:14][CH2:13]1)[CH2:6][CH2:5]2, predict the reactants needed to synthesize it. The reactants are: [Br:1][C:2]1[CH:3]=[C:4]2[C:8](=[CH:9][CH:10]=1)[NH:7][CH2:6][CH2:5]2.O=[C:12]1[CH2:17][CH2:16][N:15]([C:18]([O:20][C:21]([CH3:24])([CH3:23])[CH3:22])=[O:19])[CH2:14][CH2:13]1.[BH-](OC(C)=O)(OC(C)=O)OC(C)=O.[Na+].C([O-])(O)=O.[Na+]. (7) Given the product [NH2:10][CH:9]([CH2:14][C:15]1[CH:16]=[CH:17][C:18]([O:21][CH3:22])=[CH:19][CH:20]=1)[CH:8]([C:5]1[CH:4]=[CH:3][C:2]([F:1])=[CH:7][CH:6]=1)[OH:12], predict the reactants needed to synthesize it. The reactants are: [F:1][C:2]1[CH:7]=[CH:6][C:5]([CH:8]2[O:12]C(=O)[NH:10][CH:9]2[CH2:14][C:15]2[CH:20]=[CH:19][C:18]([O:21][CH3:22])=[CH:17][CH:16]=2)=[CH:4][CH:3]=1.[OH-].[Na+].